From a dataset of Reaction yield outcomes from USPTO patents with 853,638 reactions. Predict the reaction yield, written as a fraction of the theoretical maximum amount of product (1.0 means a 100% yield; for example, 0.34 means a 34% yield). The yield is 0.940. The catalyst is C(O)C.[Pd]. The reactants are FC(F)(F)S(O[C:7]1[C:15]2[C:10](=[CH:11][N:12]=[CH:13][CH:14]=2)[O:9][C:8]=1[C:16]([O:18][CH2:19][CH3:20])=[O:17])(=O)=O.C(N(CC)CC)C. The product is [O:9]1[C:10]2=[CH:11][N:12]=[CH:13][CH:14]=[C:15]2[CH:7]=[C:8]1[C:16]([O:18][CH2:19][CH3:20])=[O:17].